Task: Regression. Given two drug SMILES strings and cell line genomic features, predict the synergy score measuring deviation from expected non-interaction effect.. Dataset: NCI-60 drug combinations with 297,098 pairs across 59 cell lines (1) Drug 1: C1=C(C(=O)NC(=O)N1)F. Drug 2: C1=NC2=C(N=C(N=C2N1C3C(C(C(O3)CO)O)F)Cl)N. Cell line: SR. Synergy scores: CSS=31.3, Synergy_ZIP=-8.27, Synergy_Bliss=-17.6, Synergy_Loewe=-19.7, Synergy_HSA=-17.1. (2) Synergy scores: CSS=47.7, Synergy_ZIP=0.253, Synergy_Bliss=0.662, Synergy_Loewe=0.528, Synergy_HSA=0.533. Drug 2: C#CCC(CC1=CN=C2C(=N1)C(=NC(=N2)N)N)C3=CC=C(C=C3)C(=O)NC(CCC(=O)O)C(=O)O. Drug 1: C1=NC2=C(N1)C(=S)N=C(N2)N. Cell line: OVCAR3. (3) Drug 1: CCCS(=O)(=O)NC1=C(C(=C(C=C1)F)C(=O)C2=CNC3=C2C=C(C=N3)C4=CC=C(C=C4)Cl)F. Drug 2: C1=CC(=C2C(=C1NCCNCCO)C(=O)C3=C(C=CC(=C3C2=O)O)O)NCCNCCO. Cell line: NCI/ADR-RES. Synergy scores: CSS=3.78, Synergy_ZIP=-1.12, Synergy_Bliss=-2.17, Synergy_Loewe=-6.80, Synergy_HSA=-3.25.